Predict the reaction yield, written as a fraction of the theoretical maximum amount of product (1.0 means a 100% yield; for example, 0.34 means a 34% yield). From a dataset of Reaction yield outcomes from USPTO patents with 853,638 reactions. (1) The reactants are C(C1NC=CN=1)(C1NC=CN=1)=O.[C:13]([O:17][C:18]([NH:20][C:21]1([C:25]([OH:27])=O)[CH2:24][O:23][CH2:22]1)=[O:19])([CH3:16])([CH3:15])[CH3:14].O[N:29]=[C:30]([C:32]1[CH:33]=[CH:34][C:35]([CH3:50])=[C:36]([NH:38][C:39]([C:41]2[N:45]3[CH:46]=[CH:47][CH:48]=[CH:49][C:44]3=[N:43][CH:42]=2)=[O:40])[CH:37]=1)[NH2:31]. The catalyst is CN1C(=O)CCC1. The product is [N:43]1[CH:42]=[C:41]([C:39]([NH:38][C:36]2[CH:37]=[C:32]([C:30]3[N:29]=[C:25]([C:21]4([NH:20][C:18](=[O:19])[O:17][C:13]([CH3:14])([CH3:15])[CH3:16])[CH2:22][O:23][CH2:24]4)[O:27][N:31]=3)[CH:33]=[CH:34][C:35]=2[CH3:50])=[O:40])[N:45]2[CH:46]=[CH:47][CH:48]=[CH:49][C:44]=12. The yield is 0.650. (2) The reactants are [C:1]([O:5][C@@H:6]([C:12]1[C:13]([CH3:27])=[N:14][C:15]2[N:16]([N:19]=[C:20]([C:22]([O:24][CH2:25][CH3:26])=[O:23])[CH:21]=2)[C:17]=1I)[C:7]([O:9][CH2:10][CH3:11])=[O:8])([CH3:4])([CH3:3])[CH3:2].[Si:28]([O:45][C@H:46]([CH3:59])[CH2:47][CH2:48][CH2:49][CH2:50][O:51][C:52]1([CH3:58])[CH2:57][CH2:56][NH:55][CH2:54][CH2:53]1)([C:41]([CH3:44])([CH3:43])[CH3:42])([C:35]1[CH:40]=[CH:39][CH:38]=[CH:37][CH:36]=1)[C:29]1[CH:34]=[CH:33][CH:32]=[CH:31][CH:30]=1.CCN(C(C)C)C(C)C. The catalyst is CN1C(=O)CCC1.CCOCC. The product is [C:1]([O:5][C@@H:6]([C:12]1[C:13]([CH3:27])=[N:14][C:15]2[N:16]([N:19]=[C:20]([C:22]([O:24][CH2:25][CH3:26])=[O:23])[CH:21]=2)[C:17]=1[N:55]1[CH2:56][CH2:57][C:52]([O:51][CH2:50][CH2:49][CH2:48][CH2:47][C@H:46]([O:45][Si:28]([C:41]([CH3:42])([CH3:44])[CH3:43])([C:29]2[CH:30]=[CH:31][CH:32]=[CH:33][CH:34]=2)[C:35]2[CH:40]=[CH:39][CH:38]=[CH:37][CH:36]=2)[CH3:59])([CH3:58])[CH2:53][CH2:54]1)[C:7]([O:9][CH2:10][CH3:11])=[O:8])([CH3:4])([CH3:3])[CH3:2]. The yield is 0.800.